Dataset: Catalyst prediction with 721,799 reactions and 888 catalyst types from USPTO. Task: Predict which catalyst facilitates the given reaction. Reactant: [C:1]1([C:32]2[CH:37]=[CH:36][CH:35]=[CH:34][CH:33]=2)[CH:6]=[CH:5][CH:4]=[C:3]([CH2:7][N:8]([CH2:24][C:25]([O:27]C(C)(C)C)=[O:26])[S:9]([C:12]2[CH:13]=[C:14]3[C:19](=[CH:20][CH:21]=2)[O:18][C:17]([CH3:23])([CH3:22])[CH2:16][CH2:15]3)(=[O:11])=[O:10])[CH:2]=1.FC(F)(F)C(O)=O. Product: [C:1]1([C:32]2[CH:37]=[CH:36][CH:35]=[CH:34][CH:33]=2)[CH:6]=[CH:5][CH:4]=[C:3]([CH2:7][N:8]([CH2:24][C:25]([OH:27])=[O:26])[S:9]([C:12]2[CH:13]=[C:14]3[C:19](=[CH:20][CH:21]=2)[O:18][C:17]([CH3:23])([CH3:22])[CH2:16][CH2:15]3)(=[O:11])=[O:10])[CH:2]=1. The catalyst class is: 2.